This data is from Forward reaction prediction with 1.9M reactions from USPTO patents (1976-2016). The task is: Predict the product of the given reaction. (1) Given the reactants [Br:1][C:2]1[CH:7]=[CH:6][CH:5]=[C:4]([N+:8]([O-])=O)[C:3]=1CN.[Cl-].[NH4+:14].[CH3:15]O, predict the reaction product. The product is: [Br:1][C:2]1[CH:7]=[CH:6][CH:5]=[C:4]([NH2:8])[C:3]=1[NH:14][CH3:15]. (2) Given the reactants [C:1]([NH:8][C@H:9]([C:18]([OH:20])=O)[CH2:10][C:11]1[CH:16]=[CH:15][CH:14]=[C:13]([F:17])[CH:12]=1)([O:3][C:4]([CH3:7])([CH3:6])[CH3:5])=[O:2].C1N=C[N:23]([C:26](N2C=NC=C2)=[O:27])C=1.[C:33](=O)=O.Cl.CNOC.C(N(CC)CC)C.C(O)(=O)CC(CC(O)=O)(C(O)=O)O, predict the reaction product. The product is: [C:4]([O:3][C:1](=[O:2])[NH:8][C@H:9]([C:18](=[O:20])[NH:23][CH2:26][O:27][CH3:33])[CH2:10][C:11]1[CH:16]=[CH:15][CH:14]=[C:13]([F:17])[CH:12]=1)([CH3:5])([CH3:6])[CH3:7]. (3) Given the reactants [I:1][C:2]1[CH:7]=[CH:6][C:5]([NH:8][C:9]2[CH:17]=[N:16][CH:15]=[CH:14][C:10]=2[C:11](O)=[O:12])=[CH:4][CH:3]=1.C([O-])(=O)C.[NH4+:22], predict the reaction product. The product is: [I:1][C:2]1[CH:7]=[CH:6][C:5]([NH:8][C:9]2[CH:17]=[N:16][CH:15]=[CH:14][C:10]=2[C:11]([NH2:22])=[O:12])=[CH:4][CH:3]=1. (4) Given the reactants C1(C(C2C=CC=CC=2)=[NH:8])C=CC=CC=1.Br[C:16]1[S:20][C:19]([S:21]([N:24]2[CH2:29][CH2:28][N:27]([C:30]3[CH:35]=[CH:34][C:33]([C:36]([OH:42])([CH3:41])[C:37]([F:40])([F:39])[F:38])=[CH:32][CH:31]=3)[CH2:26][CH2:25]2)(=[O:23])=[O:22])=[CH:18][CH:17]=1.CC(C)([O-])C.[Na+].C1(P(C2C=CC=CC=2)C2C=CC3C(=CC=CC=3)C=2C2C3C(=CC=CC=3)C=CC=2P(C2C=CC=CC=2)C2C=CC=CC=2)C=CC=CC=1.Cl.[OH-].[Na+], predict the reaction product. The product is: [NH2:8][C:16]1[S:20][C:19]([S:21]([N:24]2[CH2:29][CH2:28][N:27]([C:30]3[CH:35]=[CH:34][C:33]([C:36]([OH:42])([CH3:41])[C:37]([F:40])([F:39])[F:38])=[CH:32][CH:31]=3)[CH2:26][CH2:25]2)(=[O:23])=[O:22])=[CH:18][CH:17]=1. (5) Given the reactants Br[C:2]1[N:7]=[C:6]([CH:8]([CH2:24][N+:25]([O-:27])=[O:26])[CH2:9][C:10]2[CH:15]=[C:14]([CH3:16])[CH:13]=[C:12]([N:17]3[C:21]([CH3:22])=[CH:20][CH:19]=[C:18]3[CH3:23])[N:11]=2)[CH:5]=[CH:4][CH:3]=1.[CH:41]1[CH:46]=[CH:45][C:44](P([C:41]2[CH:46]=[CH:45][CH:44]=[CH:43][CH:42]=2)[C:41]2[CH:46]=[CH:45][CH:44]=[CH:43][CH:42]=2)=[CH:43][CH:42]=1.ClC1C=C(CCCNC[C:59]2[CH:64]=[CH:63][C:62]([C:65]3[N:70]=[C:69]([NH2:71])[CH:68]=C(C)[CH:66]=3)=CC=2)C=CC=1.C(NCC)C, predict the reaction product. The product is: [CH3:59][C:64]1[N:70]([C:69]2[CH:68]=[C:46]([CH3:41])[CH:45]=[C:44]([C:43]#[C:42][C:2]3[CH:3]=[CH:4][CH:5]=[C:6]([CH:8]([CH2:24][N+:25]([O-:27])=[O:26])[CH2:9][C:10]4[CH:15]=[C:14]([CH3:16])[CH:13]=[C:12]([N:17]5[C:18]([CH3:23])=[CH:19][CH:20]=[C:21]5[CH3:22])[N:11]=4)[N:7]=3)[N:71]=2)[C:65]([CH3:66])=[CH:62][CH:63]=1.